Dataset: Catalyst prediction with 721,799 reactions and 888 catalyst types from USPTO. Task: Predict which catalyst facilitates the given reaction. Reactant: Br[C:2]1[N:6]2[C:7](=[O:20])[CH:8]=[C:9]([CH2:11][O:12][C:13]3[CH:18]=[CH:17][C:16]([F:19])=[CH:15][CH:14]=3)[N:10]=[C:5]2[S:4][C:3]=1[CH3:21].[CH3:22][C:23]1(C)C(C)(C)[O:26][CH:25]([CH:30]2[CH2:32][CH:31]2C(OCC)=O)[O:24]1.C(=O)([O-])[O-].[K+].[K+]. Product: [F:19][C:16]1[CH:17]=[CH:18][C:13]([O:12][CH2:11][C:9]2[N:10]=[C:5]3[S:4][C:3]([CH3:21])=[C:2]([CH:31]4[CH2:32][CH:30]4[C:25]([O:24][CH2:23][CH3:22])=[O:26])[N:6]3[C:7](=[O:20])[CH:8]=2)=[CH:14][CH:15]=1. The catalyst class is: 543.